This data is from TCR-epitope binding with 47,182 pairs between 192 epitopes and 23,139 TCRs. The task is: Binary Classification. Given a T-cell receptor sequence (or CDR3 region) and an epitope sequence, predict whether binding occurs between them. The TCR CDR3 sequence is CSARDAVAANTGELFF. Result: 0 (the TCR does not bind to the epitope). The epitope is HTDFSSEIIGY.